This data is from Full USPTO retrosynthesis dataset with 1.9M reactions from patents (1976-2016). The task is: Predict the reactants needed to synthesize the given product. Given the product [F:1][C:2]([F:16])([F:15])[C:37]([OH:38])=[O:40].[NH2:29][CH2:28][CH2:27][NH:26][S:23]([C:21]1[S:22][C:18]([C:10]2[CH:9]=[CH:8][N:7]=[C:6]3[NH:14][C:3]([C:2]([F:16])([F:15])[F:1])=[CH:4][C:5]=23)=[CH:19][CH:20]=1)(=[O:25])=[O:24], predict the reactants needed to synthesize it. The reactants are: [F:1][C:2]([F:16])([F:15])[C:3]1[NH:14][C:6]2=[N:7][CH:8]=[CH:9][C:10](B(O)O)=[C:5]2[CH:4]=1.Br[C:18]1[S:22][C:21]([S:23]([NH:26][CH2:27][CH2:28][NH:29]C(=O)OC(C)(C)C)(=[O:25])=[O:24])=[CH:20][CH:19]=1.[C:37](=[O:40])(O)[O-:38].[Na+].